From a dataset of Full USPTO retrosynthesis dataset with 1.9M reactions from patents (1976-2016). Predict the reactants needed to synthesize the given product. (1) Given the product [NH2:7][CH2:8][C:9]1[O:10][C:11]([C:14]2[CH:19]=[C:18]([CH2:20][CH3:21])[C:17](=[O:22])[NH:16][C:15]=2[CH3:24])=[N:12][N:13]=1.[F:33][C:34]([F:39])([F:38])[C:35]([OH:37])=[O:36], predict the reactants needed to synthesize it. The reactants are: C(OC(=O)[NH:7][CH2:8][C:9]1[O:10][C:11]([C:14]2[C:15]([CH3:24])=[N:16][C:17]([O:22]C)=[C:18]([CH2:20][CH3:21])[CH:19]=2)=[N:12][N:13]=1)(C)(C)C.[I-].[Na+].Cl[Si](C)(C)C.[F:33][C:34]([F:39])([F:38])[C:35]([OH:37])=[O:36]. (2) Given the product [Br:10][C:4]1[N:3]=[C:2]([NH:1][C:17]([C:18]([CH3:21])([CH3:20])[CH3:19])=[O:22])[C:7]([O:8][CH3:9])=[CH:6][CH:5]=1, predict the reactants needed to synthesize it. The reactants are: [NH2:1][C:2]1[C:7]([O:8][CH3:9])=[CH:6][CH:5]=[C:4]([Br:10])[N:3]=1.N1C=CC=CC=1.[C:17](Cl)(=[O:22])[C:18]([CH3:21])([CH3:20])[CH3:19]. (3) The reactants are: [CH3:1][C:2]1([CH3:28])[CH2:5][CH:4]([CH:6]([NH:16][C:17]2[C:26]([CH3:27])=[CH:25][C:24]3[C:19](=[CH:20][CH:21]=[CH:22][CH:23]=3)[N:18]=2)[C:7]2[CH:15]=[CH:14][C:10]([C:11](O)=[O:12])=[CH:9][CH:8]=2)[CH2:3]1.Cl.CN(C)CCCN=C=NCC.Cl.[CH2:42]([O:44][C:45](=[O:49])[CH2:46][CH2:47][NH2:48])[CH3:43].C(N(CC)CC)C. Given the product [CH2:42]([O:44][C:45](=[O:49])[CH2:46][CH2:47][NH:48][C:11](=[O:12])[C:10]1[CH:14]=[CH:15][C:7]([CH:6]([CH:4]2[CH2:3][C:2]([CH3:1])([CH3:28])[CH2:5]2)[NH:16][C:17]2[C:26]([CH3:27])=[CH:25][C:24]3[C:19](=[CH:20][CH:21]=[CH:22][CH:23]=3)[N:18]=2)=[CH:8][CH:9]=1)[CH3:43], predict the reactants needed to synthesize it. (4) Given the product [CH2:30]([N:3]([CH2:1][CH3:2])[C:4]1[N:9]=[C:8]([NH:10][CH:11]([CH2:19][C:20]2[CH:21]=[CH:22][C:23]([O:26][C:41](=[O:42])[N:40]([CH3:44])[CH3:39])=[CH:24][CH:25]=2)[C:12]([O:14][C:15]([CH3:18])([CH3:17])[CH3:16])=[O:13])[C:7]([N+:27]([O-:29])=[O:28])=[CH:6][N:5]=1)[CH3:31], predict the reactants needed to synthesize it. The reactants are: [CH2:1]([N:3]([CH2:30][CH3:31])[C:4]1[N:9]=[C:8]([NH:10][CH:11]([CH2:19][C:20]2[CH:25]=[CH:24][C:23]([OH:26])=[CH:22][CH:21]=2)[C:12]([O:14][C:15]([CH3:18])([CH3:17])[CH3:16])=[O:13])[C:7]([N+:27]([O-:29])=[O:28])=[CH:6][N:5]=1)[CH3:2].C(N(CC)CC)C.[CH3:39][N:40]([CH3:44])[C:41](Cl)=[O:42]. (5) Given the product [CH:17]1([C:23]2[CH:24]=[CH:25][C:26]([NH:27][CH2:1][C:3]3[CH:16]=[CH:15][C:6]([C:7]([NH:9][C:10]4[N:11]=[N:12][NH:13][N:14]=4)=[O:8])=[CH:5][CH:4]=3)=[CH:28][CH:29]=2)[CH2:18][CH2:19][CH2:20][CH2:21][CH2:22]1, predict the reactants needed to synthesize it. The reactants are: [CH:1]([C:3]1[CH:16]=[CH:15][C:6]([C:7]([NH:9][C:10]2[N:11]=[N:12][NH:13][N:14]=2)=[O:8])=[CH:5][CH:4]=1)=O.[CH:17]1([C:23]2[CH:29]=[CH:28][C:26]([NH2:27])=[CH:25][CH:24]=2)[CH2:22][CH2:21][CH2:20][CH2:19][CH2:18]1.C(O)(=O)C.C([BH3-])#N.[Na+]. (6) The reactants are: [OH:1][C:2]1[CH:9]=[CH:8][C:7]([C:10]([F:13])([F:12])[F:11])=[CH:6][C:3]=1[CH:4]=[O:5].[CH3:14][O:15][C:16]1[CH:23]=[CH:22][C:19]([CH2:20]Cl)=[CH:18][CH:17]=1.C(=O)([O-])[O-].[K+].[K+]. Given the product [F:13][C:10]([F:11])([F:12])[C:7]1[CH:8]=[CH:9][C:2]([O:1][CH2:20][C:19]2[CH:22]=[CH:23][C:16]([O:15][CH3:14])=[CH:17][CH:18]=2)=[C:3]([CH:6]=1)[CH:4]=[O:5], predict the reactants needed to synthesize it. (7) The reactants are: [C:1]([C:5]1[CH:12]=[CH:11][C:8]([CH2:9][NH2:10])=[CH:7][CH:6]=1)([CH3:4])([CH3:3])[CH3:2].[F:13][C:14]([F:40])([F:39])[C:15]1[CH:20]=[CH:19][C:18]([C:21]2[C:22]([C:27]([NH:29][C:30]3[CH:31]=[C:32]([C:36](O)=[O:37])[N:33]([CH3:35])[CH:34]=3)=[O:28])=[CH:23][CH:24]=[CH:25][CH:26]=2)=[CH:17][CH:16]=1.CN(C(ON1N=NC2C=CC=CC1=2)=[N+](C)C)C.[B-](F)(F)(F)F.C(N(C(C)C)C(C)C)C. Given the product [C:1]([C:5]1[CH:6]=[CH:7][C:8]([CH2:9][NH:10][C:36]([C:32]2[N:33]([CH3:35])[CH:34]=[C:30]([NH:29][C:27]([C:22]3[C:21]([C:18]4[CH:17]=[CH:16][C:15]([C:14]([F:40])([F:13])[F:39])=[CH:20][CH:19]=4)=[CH:26][CH:25]=[CH:24][CH:23]=3)=[O:28])[CH:31]=2)=[O:37])=[CH:11][CH:12]=1)([CH3:4])([CH3:2])[CH3:3], predict the reactants needed to synthesize it.